From a dataset of Reaction yield outcomes from USPTO patents with 853,638 reactions. Predict the reaction yield, written as a fraction of the theoretical maximum amount of product (1.0 means a 100% yield; for example, 0.34 means a 34% yield). (1) The reactants are [Br:1][C:2]1[CH:3]=[C:4]([CH:7]=[CH:8][CH:9]=1)[CH:5]=[O:6].[CH2:10](O)[CH2:11][CH2:12][OH:13].O. The catalyst is C1(C)C=CC=CC=1.CC1C=CC(S(O)(=O)=O)=CC=1. The product is [Br:1][C:2]1[CH:3]=[C:4]([CH:5]2[O:13][CH2:12][CH2:11][CH2:10][O:6]2)[CH:7]=[CH:8][CH:9]=1. The yield is 1.00. (2) The reactants are [CH:1]1([C:7]2[C:8]3[CH:26]=[CH:25][C:24]([C:27]([NH:29][C:30]([CH3:35])([CH3:34])[C:31](O)=[O:32])=[O:28])=[CH:23][C:9]=3[N:10]3[C:16]=2[C:15]2[CH:17]=[CH:18][C:19]([O:21][CH3:22])=[CH:20][C:14]=2[O:13][CH2:12][CH2:11]3)[CH2:6][CH2:5][CH2:4][CH2:3][CH2:2]1.S(Cl)(Cl)=O.[NH2:40][C:41]1[CH:50]=[CH:49][C:44]([C:45]([O:47][CH3:48])=[O:46])=[CH:43][CH:42]=1.C(=O)([O-])O.[Na+]. The catalyst is C(Cl)(Cl)Cl.N1C=CC=CC=1.CN(C)C=O. The product is [CH:1]1([C:7]2[C:8]3[CH:26]=[CH:25][C:24]([C:27]([NH:29][C:30]([CH3:34])([CH3:35])[C:31]([NH:40][C:41]4[CH:42]=[CH:43][C:44]([C:45]([O:47][CH3:48])=[O:46])=[CH:49][CH:50]=4)=[O:32])=[O:28])=[CH:23][C:9]=3[N:10]3[C:16]=2[C:15]2[CH:17]=[CH:18][C:19]([O:21][CH3:22])=[CH:20][C:14]=2[O:13][CH2:12][CH2:11]3)[CH2:6][CH2:5][CH2:4][CH2:3][CH2:2]1. The yield is 0.410.